Task: Predict the reactants needed to synthesize the given product.. Dataset: Full USPTO retrosynthesis dataset with 1.9M reactions from patents (1976-2016) (1) Given the product [CH2:1]([N:8]([CH2:23][CH:24]1[CH2:25][CH2:26][CH:27]([CH2:30][OH:31])[CH2:28][CH2:29]1)[S:9]([NH:12][C:13](=[O:22])[C:14]1[CH:19]=[C:18]([CH3:20])[CH:17]=[C:16]([CH3:21])[CH:15]=1)(=[O:11])=[O:10])[C:2]1[CH:3]=[CH:4][CH:5]=[CH:6][CH:7]=1, predict the reactants needed to synthesize it. The reactants are: [CH2:1]([N:8]([CH2:23][CH:24]1[CH2:29][CH2:28][CH:27]([CH2:30][O:31][Si](C(C)(C)C)(C)C)[CH2:26][CH2:25]1)[S:9]([NH:12][C:13](=[O:22])[C:14]1[CH:19]=[C:18]([CH3:20])[CH:17]=[C:16]([CH3:21])[CH:15]=1)(=[O:11])=[O:10])[C:2]1[CH:7]=[CH:6][CH:5]=[CH:4][CH:3]=1.C(N(CC1CCC(CO[Si](C(C)(C)C)(C)C)CC1)S(NC(=O)C1C=C(C(F)(F)F)C=C(C(F)(F)F)C=1)(=O)=O)C1C=CC=CC=1.C(N(CC1CCC(CO)CC1)S(NC(=O)C1C=C(C(F)(F)F)C=C(C(F)(F)F)C=1)(=O)=O)C1C=CC=CC=1. (2) Given the product [NH2:13][C:16]1[S:20][C:19]([S:21]([NH2:1])(=[O:23])=[O:22])=[CH:18][CH:17]=1, predict the reactants needed to synthesize it. The reactants are: [N+:1](C1C=C(S(Cl)(=O)=O)SC=1)([O-])=O.[N+:13]([C:16]1[S:20][C:19]([S:21](Cl)(=[O:23])=[O:22])=[CH:18][CH:17]=1)([O-])=O.N. (3) Given the product [C:14]([NH:13][C:11]([C:10]1[C:4]2[C:5](=[N:6][CH:7]=[C:2]([NH:36][C:33]3[CH:34]=[N:35][C:30]([S:27]([CH3:26])(=[O:29])=[O:28])=[CH:31][CH:32]=3)[N:3]=2)[N:8]([CH2:18][O:19][CH2:20][CH2:21][Si:22]([CH3:25])([CH3:24])[CH3:23])[CH:9]=1)=[O:12])([CH3:17])([CH3:16])[CH3:15], predict the reactants needed to synthesize it. The reactants are: Br[C:2]1[N:3]=[C:4]2[C:10]([C:11]([NH:13][C:14]([CH3:17])([CH3:16])[CH3:15])=[O:12])=[CH:9][N:8]([CH2:18][O:19][CH2:20][CH2:21][Si:22]([CH3:25])([CH3:24])[CH3:23])[C:5]2=[N:6][CH:7]=1.[CH3:26][S:27]([C:30]1[N:35]=[CH:34][C:33]([NH2:36])=[CH:32][CH:31]=1)(=[O:29])=[O:28].CC1(C)C2C(=C(P(C3C=CC=CC=3)C3C=CC=CC=3)C=CC=2)OC2C(P(C3C=CC=CC=3)C3C=CC=CC=3)=CC=CC1=2.C(=O)([O-])[O-].[Cs+].[Cs+]. (4) Given the product [Cl:19][C:20]1[CH:33]=[CH:32][C:31]([CH:34]2[CH2:35][CH2:36][N:37]([C:15]([C:7]3[C:6]4[C:10](=[C:2]([CH3:1])[CH:3]=[CH:4][CH:5]=4)[N:9]([CH2:11][CH2:12][O:13][CH3:14])[CH:8]=3)=[O:17])[CH2:38][CH2:39]2)=[CH:30][C:21]=1[CH2:22][NH:23][C:24](=[O:29])[C:25]([F:27])([F:28])[F:26], predict the reactants needed to synthesize it. The reactants are: [CH3:1][C:2]1[CH:3]=[CH:4][CH:5]=[C:6]2[C:10]=1[N:9]([CH2:11][CH2:12][O:13][CH3:14])[CH:8]=[C:7]2[C:15]([OH:17])=O.Cl.[Cl:19][C:20]1[CH:33]=[CH:32][C:31]([CH:34]2[CH2:39][CH2:38][NH:37][CH2:36][CH2:35]2)=[CH:30][C:21]=1[CH2:22][NH:23][C:24](=[O:29])[C:25]([F:28])([F:27])[F:26]. (5) Given the product [CH2:23]([O:1][C:2]1[C:11]2[C:10](=[O:12])[O:9][C:8]([CH3:13])([CH3:14])[O:7][C:6]=2[CH:5]=[C:4]([O:15][CH3:16])[CH:3]=1)[C:24]1[CH:29]=[CH:28][CH:27]=[CH:26][CH:25]=1, predict the reactants needed to synthesize it. The reactants are: [OH:1][C:2]1[C:11]2[C:10](=[O:12])[O:9][C:8]([CH3:14])([CH3:13])[O:7][C:6]=2[CH:5]=[C:4]([O:15][CH3:16])[CH:3]=1.C(=O)([O-])[O-].[K+].[K+].[CH2:23](Br)[C:24]1[CH:29]=[CH:28][CH:27]=[CH:26][CH:25]=1. (6) Given the product [NH2:22][C:14]1[CH:15]=[CH:16][CH:17]=[C:18]2[C:13]=1[C:12](=[O:25])[N:11]([C:8]1[CH:7]=[CH:6][C:5]([C:1]([CH3:4])([CH3:3])[CH3:2])=[CH:10][CH:9]=1)[CH:19]2[CH3:20], predict the reactants needed to synthesize it. The reactants are: [C:1]([C:5]1[CH:10]=[CH:9][C:8]([N:11]2[C:19](O)([CH3:20])[C:18]3[C:13](=[C:14]([N+:22]([O-])=O)[CH:15]=[CH:16][CH:17]=3)[C:12]2=[O:25])=[CH:7][CH:6]=1)([CH3:4])([CH3:3])[CH3:2]. (7) Given the product [CH2:1]([NH:5][C:21]([C:19]1[CH:18]=[CH:17][C:15]2[S:16][C:10]3[CH:9]=[CH:8][C:7]([Cl:6])=[CH:25][C:11]=3[C:12]([Cl:24])=[N:13][C:14]=2[CH:20]=1)=[O:22])[CH2:2][CH2:3][CH3:4], predict the reactants needed to synthesize it. The reactants are: [CH2:1]([NH2:5])[CH2:2][CH2:3][CH3:4].[Cl:6][C:7]1[CH:8]=[CH:9][C:10]2[S:16][C:15]3[CH:17]=[CH:18][C:19]([C:21](Cl)=[O:22])=[CH:20][C:14]=3[N:13]=[C:12]([Cl:24])[C:11]=2[CH:25]=1. (8) Given the product [C:1]([OH:4])(=[O:3])[CH3:2].[C:56]([C:53]1[CH:54]=[CH:55][C:50]([C:46]2[CH:47]=[CH:48][CH:49]=[C:44]([C:42]3[NH:41][C:40]4[CH:61]=[CH:62][C:37]([C:35]([NH2:36])=[NH:34])=[CH:38][C:39]=4[N:43]=3)[CH:45]=2)=[C:51]([CH3:60])[CH:52]=1)(=[NH:57])[NH2:59], predict the reactants needed to synthesize it. The reactants are: [C:1]([OH:4])(=[O:3])[CH3:2].C(C1C=CC(C2C=CC(O)=C(C3NC4C=CC(C(N)=N)=CC=4N=3)C=2)=CC=1)(=N)N.O[NH:34][C:35]([C:37]1[CH:62]=[CH:61][C:40]2[NH:41][C:42]([C:44]3[CH:45]=[C:46]([C:50]4[CH:55]=[CH:54][C:53]([C:56](=[NH:59])[NH:57]O)=[CH:52][C:51]=4[CH3:60])[CH:47]=[CH:48][CH:49]=3)=[N:43][C:39]=2[CH:38]=1)=[NH:36]. (9) Given the product [CH2:2]([OH:1])[CH2:7][CH2:6][CH2:5][CH2:4][CH2:3][CH2:6][CH2:7][CH2:2][CH2:3][CH2:4][CH3:5], predict the reactants needed to synthesize it. The reactants are: [O:1](C(O)C)[C:2]1[CH:7]=[CH:6][CH:5]=[CH:4][CH:3]=1. (10) Given the product [F:1][C:2]1[CH:7]=[CH:6][CH:5]=[CH:4][C:3]=1[C:8]1[N:9]([S:28]([N:24]2[CH2:25][CH2:26][CH2:27][CH:22]([CH3:21])[CH2:23]2)(=[O:30])=[O:29])[CH:10]=[C:11]([CH:13]=[O:14])[N:12]=1, predict the reactants needed to synthesize it. The reactants are: [F:1][C:2]1[CH:7]=[CH:6][CH:5]=[CH:4][C:3]=1[C:8]1[NH:9][CH:10]=[C:11]([CH:13]=[O:14])[N:12]=1.C(=O)([O-])[O-].[K+].[K+].[CH3:21][CH:22]1[CH2:27][CH2:26][CH2:25][N:24]([S:28](Cl)(=[O:30])=[O:29])[CH2:23]1.